Predict the reactants needed to synthesize the given product. From a dataset of Full USPTO retrosynthesis dataset with 1.9M reactions from patents (1976-2016). (1) The reactants are: CC([Si](C)(C)[O:6][CH2:7][CH2:8][CH2:9][C:10]1[C:18]2[C:13](=[CH:14][CH:15]=[C:16]([C:19]([O:21][CH2:22][CH3:23])=[O:20])[CH:17]=2)[NH:12][C:11]=1[Si](C)(C)C)(C)C. Given the product [OH:6][CH2:7][CH2:8][CH2:9][C:10]1[C:18]2[C:13](=[CH:14][CH:15]=[C:16]([C:19]([O:21][CH2:22][CH3:23])=[O:20])[CH:17]=2)[NH:12][CH:11]=1, predict the reactants needed to synthesize it. (2) Given the product [F:1][C:2]1[CH:7]=[CH:6][C:5]([N:8]2[CH2:9][CH2:10][N:11]([S:14]([C:17]3[CH:18]=[C:19]4[C:23](=[CH:24][CH:25]=3)[N:22]([C:26](=[O:32])[CH2:27][CH2:28][C:29]([O:31][CH3:34])=[O:30])[CH2:21][CH2:20]4)(=[O:15])=[O:16])[CH2:12][CH2:13]2)=[CH:4][CH:3]=1, predict the reactants needed to synthesize it. The reactants are: [F:1][C:2]1[CH:7]=[CH:6][C:5]([N:8]2[CH2:13][CH2:12][N:11]([S:14]([C:17]3[CH:18]=[C:19]4[C:23](=[CH:24][CH:25]=3)[N:22]([C:26](=[O:32])[CH2:27][CH2:28][C:29]([OH:31])=[O:30])[CH2:21][CH2:20]4)(=[O:16])=[O:15])[CH2:10][CH2:9]2)=[CH:4][CH:3]=1.F[C:34]1C=CC(N2CCNCC2)=CC=1.COC(=O)CCC(N1C2C(=CC(S(Cl)(=O)=O)=CC=2)CC1)=O.Cl. (3) Given the product [CH2:51]([N:39]1[CH2:40][C@H:41]([CH2:42][NH:43][C:44]([O:46][C:47]([CH3:48])([CH3:49])[CH3:50])=[O:45])[C@H:37]([C:35]([OH:36])=[O:34])[CH2:38]1)[C:52]1[CH:57]=[CH:56][CH:55]=[CH:54][CH:53]=1, predict the reactants needed to synthesize it. The reactants are: C(OC(N1CC[C@@H](NC2C=CC(N3C[C@H](CNC(=O)C)OC3=O)=CC=2F)C1)=O)(C)(C)C.C([O:34][C:35]([C@H:37]1[C@@H:41]([CH2:42][NH:43][C:44]([O:46][C:47]([CH3:50])([CH3:49])[CH3:48])=[O:45])[CH2:40][N:39]([CH2:51][C:52]2[CH:57]=[CH:56][CH:55]=[CH:54][CH:53]=2)[CH2:38]1)=[O:36])C.O.[OH-].[Li+].O. (4) Given the product [CH3:22][O:21][C:19]([C:5]1[S:1][C:2]([C:6]2[CH:11]=[CH:10][CH:9]=[CH:8][C:7]=2[O:12][CH3:13])=[CH:3][CH:4]=1)=[O:20], predict the reactants needed to synthesize it. The reactants are: [S:1]1[CH:5]=[CH:4][CH:3]=[C:2]1[C:6]1[CH:11]=[CH:10][CH:9]=[CH:8][C:7]=1[O:12][CH3:13].C([Li])CCC.[CH:19]([O:21][CH2:22]Cl)=[O:20]. (5) Given the product [CH3:1][C:2]1[O:6][N:5]=[C:4]([C:7]2[CH:8]=[CH:9][CH:10]=[CH:11][CH:12]=2)[C:3]=1[CH2:13][O:14][C:15]1[CH:23]=[CH:22][C:18]([C:19]([NH:30][C:27]2[CH:28]=[CH:29][N:25]([CH3:24])[N:26]=2)=[O:21])=[CH:17][N:16]=1, predict the reactants needed to synthesize it. The reactants are: [CH3:1][C:2]1[O:6][N:5]=[C:4]([C:7]2[CH:12]=[CH:11][CH:10]=[CH:9][CH:8]=2)[C:3]=1[CH2:13][O:14][C:15]1[CH:23]=[CH:22][C:18]([C:19]([OH:21])=O)=[CH:17][N:16]=1.[CH3:24][N:25]1[CH:29]=[CH:28][C:27]([NH2:30])=[N:26]1. (6) Given the product [Cl:1][C:2]1[C:3]([O:20][CH3:21])=[C:4]2[C:5](=[CH:6][CH:7]=1)[CH:11]([NH:22][C:23]1[CH:32]=[CH:31][C:30]([F:33])=[C:29]3[C:24]=1[CH:25]=[CH:26][C:27](=[O:34])[NH:28]3)[C:10]([OH:17])([C:13]([F:16])([F:15])[F:14])[CH2:9][C:8]2([CH3:19])[CH3:18], predict the reactants needed to synthesize it. The reactants are: [Cl:1][C:2]1[C:3]([O:20][CH3:21])=[C:4]([C:8]([CH3:19])([CH3:18])[CH2:9][C:10]([OH:17])([C:13]([F:16])([F:15])[F:14])[CH:11]=O)[CH:5]=[CH:6][CH:7]=1.[NH2:22][C:23]1[CH:32]=[CH:31][C:30]([F:33])=[C:29]2[C:24]=1[CH:25]=[CH:26][C:27](=[O:34])[NH:28]2.